This data is from Full USPTO retrosynthesis dataset with 1.9M reactions from patents (1976-2016). The task is: Predict the reactants needed to synthesize the given product. (1) Given the product [C:1]([C:5]1[CH:10]=[CH:9][CH:8]=[CH:7][C:6]=1[N:11]1[CH2:12][CH2:13][N:14]([C:17]([C:19]2[CH:23]=[C:22]([O:24][CH2:27][C:28]([O:30][CH3:31])=[O:29])[N:21]([CH3:25])[N:20]=2)=[O:18])[CH2:15][CH2:16]1)([CH3:4])([CH3:2])[CH3:3], predict the reactants needed to synthesize it. The reactants are: [C:1]([C:5]1[CH:10]=[CH:9][CH:8]=[CH:7][C:6]=1[N:11]1[CH2:16][CH2:15][N:14]([C:17]([C:19]2[CH:23]=[C:22]([OH:24])[N:21]([CH3:25])[N:20]=2)=[O:18])[CH2:13][CH2:12]1)([CH3:4])([CH3:3])[CH3:2].Br[CH2:27][C:28]([O:30][CH3:31])=[O:29].C(=O)([O-])[O-].[K+].[K+].O. (2) The reactants are: [CH:1]1([C:6]#[C:7][C:8]#[N:9])[CH2:5][CH2:4][CH2:3][CH2:2]1.[NH:10]1[CH:14]=[C:13]([C:15]2[C:16]3[CH:23]=[CH:22][N:21](COCC[Si](C)(C)C)[C:17]=3[N:18]=[CH:19][N:20]=2)[CH:12]=[N:11]1.C1CCN2C(=NCCC2)CC1. Given the product [C:1]1(=[C:6]([N:10]2[CH:14]=[C:13]([C:15]3[C:16]4[CH:23]=[CH:22][NH:21][C:17]=4[N:18]=[CH:19][N:20]=3)[CH:12]=[N:11]2)[CH2:7][C:8]#[N:9])[CH2:5][CH2:4][CH2:3][CH2:2]1, predict the reactants needed to synthesize it. (3) Given the product [Br:1][C:2]1[CH:7]=[C:6]([Cl:8])[CH:5]=[CH:4][C:3]=1[C@@H:9]([NH:12][C:13](=[O:19])[O:14][C:15]([CH3:18])([CH3:17])[CH3:16])[CH:10]([OH:25])[CH2:11][OH:20], predict the reactants needed to synthesize it. The reactants are: [Br:1][C:2]1[CH:7]=[C:6]([Cl:8])[CH:5]=[CH:4][C:3]=1[C@@H:9]([NH:12][C:13](=[O:19])[O:14][C:15]([CH3:18])([CH3:17])[CH3:16])[CH:10]=[CH2:11].[OH2:20].C[N+]1([O-])CC[O:25]CC1. (4) Given the product [Cl:26][C:10]1[N:9]([C:18]2[CH:19]=[CH:20][C:21]([Cl:24])=[CH:22][CH:23]=2)[C:8]([C:3]2[CH:4]=[CH:5][CH:6]=[CH:7][C:2]=2[Cl:1])=[N:12][C:11]=1[C:13]([O:15][CH2:16][CH3:17])=[O:14], predict the reactants needed to synthesize it. The reactants are: [Cl:1][C:2]1[CH:7]=[CH:6][CH:5]=[CH:4][C:3]=1[C:8]1[N:9]([C:18]2[CH:23]=[CH:22][C:21]([Cl:24])=[CH:20][CH:19]=2)[CH:10]=[C:11]([C:13]([O:15][CH2:16][CH3:17])=[O:14])[N:12]=1.C(Cl)[Cl:26]. (5) Given the product [CH2:25]([O:24][C:21]1[CH:22]=[CH:23][C:18]([N:7]2[CH:11]=[CH:10][C:9]([C:12]([O:14][CH2:15][CH3:16])=[O:13])=[N:8]2)=[CH:19][CH:20]=1)[CH3:26], predict the reactants needed to synthesize it. The reactants are: C([O-])([O-])=O.[Cs+].[Cs+].[NH:7]1[CH:11]=[CH:10][C:9]([C:12]([O:14][CH2:15][CH3:16])=[O:13])=[N:8]1.Br[C:18]1[CH:23]=[CH:22][C:21]([O:24][CH2:25][CH3:26])=[CH:20][CH:19]=1.